From a dataset of Forward reaction prediction with 1.9M reactions from USPTO patents (1976-2016). Predict the product of the given reaction. Given the reactants [F:1][C:2]1[CH:7]=[CH:6][C:5]([C:8]([C:12]2[CH:13]=[N:14][C:15]3[C:20]([CH:21]=2)=[N:19][CH:18]=[CH:17][CH:16]=3)([NH2:11])[CH2:9][NH2:10])=[CH:4][CH:3]=1.CO[C:24]([C:26]1[CH:31]=[CH:30][CH:29]=[C:28]([C:32]#N)[CH:27]=1)=[NH:25].C(Cl)(Cl)Cl, predict the reaction product. The product is: [C:24]([C:26]1[CH:27]=[C:28]([C:32]2[NH:10][CH2:9][C:8]([C:5]3[CH:6]=[CH:7][C:2]([F:1])=[CH:3][CH:4]=3)([C:12]3[CH:13]=[N:14][C:15]4[C:20]([CH:21]=3)=[N:19][CH:18]=[CH:17][CH:16]=4)[N:11]=2)[CH:29]=[CH:30][CH:31]=1)#[N:25].